Dataset: Forward reaction prediction with 1.9M reactions from USPTO patents (1976-2016). Task: Predict the product of the given reaction. (1) Given the reactants [Br:1][C:2]1[C:3](O)=[N:4][CH:5]=[C:6]([CH:12]=1)[C:7]([O:9][CH2:10][CH3:11])=[O:8].[Br:14]P(Br)Br, predict the reaction product. The product is: [Br:1][C:2]1[C:3]([Br:14])=[N:4][CH:5]=[C:6]([CH:12]=1)[C:7]([O:9][CH2:10][CH3:11])=[O:8]. (2) Given the reactants [NH2:1][C:2]1[N:3]=[CH:4][C:5]([C:9]2[CH:14]=[CH:13][C:12]([S:15]([NH:18][CH:19]3[CH2:21][CH2:20]3)(=[O:17])=[O:16])=[CH:11][CH:10]=2)=[N:6][C:7]=1Br.C[Sn](C)(C)[C:24]1[CH:25]=[C:26]2[C:31](=[CH:32][N:33]=1)[C:30](=[O:34])[NH:29][CH2:28][CH2:27]2, predict the reaction product. The product is: [NH2:1][C:2]1[N:3]=[CH:4][C:5]([C:9]2[CH:14]=[CH:13][C:12]([S:15]([NH:18][CH:19]3[CH2:21][CH2:20]3)(=[O:17])=[O:16])=[CH:11][CH:10]=2)=[N:6][C:7]=1[C:24]1[N:33]=[CH:32][C:31]2[C:30](=[O:34])[NH:29][CH2:28][CH2:27][C:26]=2[CH:25]=1. (3) Given the reactants C[O:2][C:3]([C:5]1[C:6]([C:26](OC)=[O:27])=[C:7]([C:18]2[CH:23]=[CH:22][C:21]([F:24])=[C:20]([F:25])[CH:19]=2)[N:8]2[C:17]=1[CH2:16][C:15]1[CH:14]=[CH:13][CH:12]=[CH:11][C:10]=1[CH2:9]2)=O.[H-].[H-].[H-].[H-].[Li+].[Al+3], predict the reaction product. The product is: [F:25][C:20]1[CH:19]=[C:18]([C:7]2[N:8]3[CH2:9][C:10]4[CH:11]=[CH:12][CH:13]=[CH:14][C:15]=4[CH2:16][C:17]3=[C:5]([CH2:3][OH:2])[C:6]=2[CH2:26][OH:27])[CH:23]=[CH:22][C:21]=1[F:24]. (4) Given the reactants [C:1]1([C:12]2[CH:17]=[CH:16][CH:15]=[CH:14][CH:13]=2)[CH:6]=[CH:5][CH:4]=[CH:3][C:2]=1[CH:7]([CH3:11])[C:8](O)=[O:9].C[N:19](C=O)C.C(Cl)(=O)C(Cl)=O.N, predict the reaction product. The product is: [C:1]1([C:12]2[CH:17]=[CH:16][CH:15]=[CH:14][CH:13]=2)[CH:6]=[CH:5][CH:4]=[CH:3][C:2]=1[CH:7]([CH3:11])[C:8]([NH2:19])=[O:9]. (5) Given the reactants [CH:1]([C:3]1[C:11]2[C:6](=[C:7]([N+:13]([O-:15])=[O:14])[CH:8]=[CH:9][C:10]=2[CH3:12])[NH:5][CH:4]=1)=O.Cl.NO.[N:19]1C=CC=CC=1.C(N1C=CN=C1)(N1C=CN=C1)=O.C(N(CC)CC)C, predict the reaction product. The product is: [C:1]([C:3]1[C:11]2[C:6](=[C:7]([N+:13]([O-:15])=[O:14])[CH:8]=[CH:9][C:10]=2[CH3:12])[NH:5][CH:4]=1)#[N:19]. (6) The product is: [CH2:1]([O:3][C:4]([C:6]1[S:10][C:9]([CH3:31])=[N:8][C:7]=1[CH2:12][N:13]([CH2:20][C:21]1[CH:26]=[CH:25][C:24]([O:27][CH3:28])=[CH:23][C:22]=1[O:29][CH3:30])[CH2:14][C:15]([O:17][CH2:18][CH3:19])=[O:16])=[O:5])[CH3:2]. Given the reactants [CH2:1]([O:3][C:4]([C:6]1[S:10][C:9](Br)=[N:8][C:7]=1[CH2:12][N:13]([CH2:20][C:21]1[CH:26]=[CH:25][C:24]([O:27][CH3:28])=[CH:23][C:22]=1[O:29][CH3:30])[CH2:14][C:15]([O:17][CH2:18][CH3:19])=[O:16])=[O:5])[CH3:2].[CH3:31][Sn](C)(C)C, predict the reaction product.